From a dataset of Full USPTO retrosynthesis dataset with 1.9M reactions from patents (1976-2016). Predict the reactants needed to synthesize the given product. (1) Given the product [CH3:40][O:39][C:4]1[CH:5]=[C:6]([CH2:7][CH2:8][N:9]2[CH2:36][CH2:35][N:12]3[CH2:13][C@@H:14]([C:24]4[C:25]([CH3:34])=[C:26]5[C:30](=[CH:31][CH:32]=4)[C:29](=[O:33])[O:28][CH2:27]5)[NH:15][CH2:16][C@@H:11]3[CH2:10]2)[CH:37]=[CH:38][C:3]=1[C:1]#[N:2], predict the reactants needed to synthesize it. The reactants are: [C:1]([C:3]1[CH:38]=[CH:37][C:6]([CH2:7][CH2:8][N:9]2[CH2:36][CH2:35][N:12]3[CH2:13][C@@H:14]([C:24]4[C:25]([CH3:34])=[C:26]5[C:30](=[CH:31][CH:32]=4)[C:29](=[O:33])[O:28][CH2:27]5)[N:15](C(OC(C)(C)C)=O)[CH2:16][C@@H:11]3[CH2:10]2)=[CH:5][C:4]=1[O:39][CH3:40])#[N:2].FC(F)(F)C(O)=O. (2) Given the product [CH3:16][N:17]1[C:21]([C:22]2[CH:23]=[C:24]([NH:25][C:2]3[C:11]4[CH2:10][CH2:9][C:8]5[CH:12]=[CH:13][CH:14]=[CH:15][C:7]=5[C:6]=4[N:5]=[CH:4][N:3]=3)[CH:26]=[CH:27][CH:28]=2)=[CH:20][N:19]=[C:18]1[CH3:29], predict the reactants needed to synthesize it. The reactants are: Cl[C:2]1[C:11]2[CH2:10][CH2:9][C:8]3[CH:12]=[CH:13][CH:14]=[CH:15][C:7]=3[C:6]=2[N:5]=[CH:4][N:3]=1.[CH3:16][N:17]1[C:21]([C:22]2[CH:23]=[C:24]([CH:26]=[CH:27][CH:28]=2)[NH2:25])=[CH:20][N:19]=[C:18]1[CH3:29].CN1CCN(C)C1=O.[OH-].[Na+]. (3) The reactants are: [CH3:1][O:2][C:3]1[CH:4]=[C:5]([CH:8]=[CH:9][C:10]=1[N+:11]([O-])=O)[CH2:6][OH:7]. Given the product [NH2:11][C:10]1[CH:9]=[CH:8][C:5]([CH2:6][OH:7])=[CH:4][C:3]=1[O:2][CH3:1], predict the reactants needed to synthesize it. (4) Given the product [CH2:8]([O:10][C:11]([C@H:12]1[CH2:13][CH2:14][C:15]([C:16]2[CH:21]=[C:20]([F:22])[C:19]([F:23])=[C:18]([F:24])[CH:17]=2)=[N:26]1)=[O:34])[CH3:9], predict the reactants needed to synthesize it. The reactants are: Cl.C(OCC)(=O)C.[CH2:8]([O:10][C:11](=[O:34])[C@H:12]([NH:26]C(OC(C)(C)C)=O)[CH2:13][CH2:14][C:15](=O)[C:16]1[CH:21]=[C:20]([F:22])[C:19]([F:23])=[C:18]([F:24])[CH:17]=1)[CH3:9]. (5) Given the product [C:1]([O:4][C@H:5]([C:34]1[CH:39]=[CH:38][C:37]([F:40])=[CH:36][CH:35]=1)[CH2:6][CH2:7][C@H:8]1[C:11](=[O:12])[N:10]([C:13]2[CH:18]=[CH:17][C:16]([C:43]#[C:42][CH2:41][NH:44][S:45]([CH3:48])(=[O:47])=[O:46])=[CH:15][CH:14]=2)[C@@H:9]1[C:20]1[CH:25]=[CH:24][C:23]([O:26][Si:27]([C:30]([CH3:33])([CH3:32])[CH3:31])([CH3:29])[CH3:28])=[CH:22][CH:21]=1)(=[O:3])[CH3:2], predict the reactants needed to synthesize it. The reactants are: [C:1]([O:4][C@H:5]([C:34]1[CH:39]=[CH:38][C:37]([F:40])=[CH:36][CH:35]=1)[CH2:6][CH2:7][C@H:8]1[C:11](=[O:12])[N:10]([C:13]2[CH:18]=[CH:17][C:16](I)=[CH:15][CH:14]=2)[C@@H:9]1[C:20]1[CH:25]=[CH:24][C:23]([O:26][Si:27]([C:30]([CH3:33])([CH3:32])[CH3:31])([CH3:29])[CH3:28])=[CH:22][CH:21]=1)(=[O:3])[CH3:2].[CH2:41]([NH:44][S:45]([CH3:48])(=[O:47])=[O:46])[C:42]#[CH:43].C(N(CC)CC)C. (6) Given the product [CH2:9]([C:3]1[CH:4]=[C:5]([F:8])[CH:6]=[CH:7][C:2]=1[CH:20]=[O:21])[CH2:10][CH:11]=[CH2:12], predict the reactants needed to synthesize it. The reactants are: Br[C:2]1[CH:7]=[CH:6][C:5]([F:8])=[CH:4][C:3]=1[CH2:9][CH2:10][CH:11]=[CH2:12].[Li]CCCC.CN(C)[CH:20]=[O:21]. (7) Given the product [CH2:1]([O:8][C:9](=[O:23])[C@@H:10]([NH:11][C:12]([O:14][C:15]([CH3:16])([CH3:17])[CH3:18])=[O:13])[CH2:19][C:20](=[O:22])[NH:42][C:40]1[CH:41]=[CH:36][CH:37]=[CH:38][C:39]=1[NH2:44])[C:2]1[CH:3]=[CH:4][CH:5]=[CH:6][CH:7]=1, predict the reactants needed to synthesize it. The reactants are: [CH2:1]([O:8][C:9](=[O:23])[C@H:10]([CH2:19][C:20]([OH:22])=O)[NH:11][C:12]([O:14][C:15]([CH3:18])([CH3:17])[CH3:16])=[O:13])[C:2]1[CH:7]=[CH:6][CH:5]=[CH:4][CH:3]=1.CCN=C=NCCCN(C)C.Cl.[CH:36]1[CH:37]=[CH:38][C:39]2[N:44](O)N=[N:42][C:40]=2[CH:41]=1.C1(N)C=CC=CC=1N. (8) Given the product [N:25]1[CH:24]=[CH:29][C:28]([N:14]2[C:15]3[C:11](=[CH:10][CH:9]=[C:8]([CH2:7][C@@H:3]4[CH2:4][CH2:5][CH2:6][N:2]4[CH3:1])[CH:16]=3)[CH:12]=[CH:13]2)=[CH:27][CH:26]=1, predict the reactants needed to synthesize it. The reactants are: [CH3:1][N:2]1[CH2:6][CH2:5][CH2:4][C@H:3]1[CH2:7][C:8]1[CH:16]=[C:15]2[C:11]([CH:12]=[CH:13][NH:14]2)=[CH:10][CH:9]=1.C([O-])([O-])=O.[K+].[K+].Cl.[CH3:24][N:25]1[C:29](=O)[CH2:28][CH2:27][CH2:26]1. (9) Given the product [Br:1][C:26]1[CH:27]=[CH:28][C:12]2[NH:11][C:10](=[O:9])[C@@H:16]([NH:17][C:18](=[O:24])[O:19][C:20]([CH3:22])([CH3:23])[CH3:21])[CH2:15][CH2:14][C:13]=2[CH:25]=1, predict the reactants needed to synthesize it. The reactants are: [Br:1]N1C(=O)CCC1=O.[O:9]=[C:10]1[C@@H:16]([NH:17][C:18](=[O:24])[O:19][C:20]([CH3:23])([CH3:22])[CH3:21])[CH2:15][CH2:14][C:13]2[CH:25]=[CH:26][CH:27]=[CH:28][C:12]=2[NH:11]1.